From a dataset of Full USPTO retrosynthesis dataset with 1.9M reactions from patents (1976-2016). Predict the reactants needed to synthesize the given product. The reactants are: [F:1][C:2]1[C:3]2[N:4]([N:21]=[C:22]([C:28]3[CH:33]=[CH:32][C:31]([F:34])=[CH:30][CH:29]=3)[C:23]=2[C:24](=[O:27])[NH:25][CH3:26])[CH:5]=[CH:6][C:7]=1[C:8]1[C:9]([CH3:20])=[N:10][C:11]([O:18][CH3:19])=[C:12]([CH:17]=1)[C:13]([O:15]C)=[O:14].[OH-].[Na+].Cl. Given the product [F:1][C:2]1[C:3]2[N:4]([N:21]=[C:22]([C:28]3[CH:29]=[CH:30][C:31]([F:34])=[CH:32][CH:33]=3)[C:23]=2[C:24](=[O:27])[NH:25][CH3:26])[CH:5]=[CH:6][C:7]=1[C:8]1[C:9]([CH3:20])=[N:10][C:11]([O:18][CH3:19])=[C:12]([CH:17]=1)[C:13]([OH:15])=[O:14], predict the reactants needed to synthesize it.